From a dataset of Full USPTO retrosynthesis dataset with 1.9M reactions from patents (1976-2016). Predict the reactants needed to synthesize the given product. (1) Given the product [Br:11][C:12]1[CH:17]=[CH:16][C:15]([S:18]([NH:7][C:6]2[CH:8]=[C:2]([Cl:1])[CH:3]=[CH:4][C:5]=2[S:9][CH3:10])(=[O:20])=[O:19])=[CH:14][CH:13]=1, predict the reactants needed to synthesize it. The reactants are: [Cl:1][C:2]1[CH:3]=[CH:4][C:5]([S:9][CH3:10])=[C:6]([CH:8]=1)[NH2:7].[Br:11][C:12]1[CH:17]=[CH:16][C:15]([S:18](Cl)(=[O:20])=[O:19])=[CH:14][CH:13]=1. (2) Given the product [Cl:1][C:2]1[CH:7]=[CH:6][C:5]2[C:8]3=[C:16]([CH:17]4[CH2:22][CH2:21][CH2:20][CH2:19][CH2:18]4)[C:15]4[CH:14]=[CH:13][C:12]([C:23]([O:25][CH3:26])=[O:24])=[CH:11][C:10]=4[N:9]3[CH2:27][C:28](=[O:29])[N:33]([CH2:34][CH2:35][N:36]([CH3:38])[CH3:37])[CH2:32][C:4]=2[CH:3]=1, predict the reactants needed to synthesize it. The reactants are: [Cl:1][C:2]1[CH:7]=[CH:6][C:5]([C:8]2[N:9]([CH2:27][C:28](OC)=[O:29])[C:10]3[C:15]([C:16]=2[CH:17]2[CH2:22][CH2:21][CH2:20][CH2:19][CH2:18]2)=[CH:14][CH:13]=[C:12]([C:23]([O:25][CH3:26])=[O:24])[CH:11]=3)=[C:4]([CH2:32][NH:33][CH2:34][CH2:35][N:36]([CH3:38])[CH3:37])[CH:3]=1.CO[Na]. (3) Given the product [ClH:20].[CH3:41][N:26]1[C:27]([C:30]2[CH:39]=[CH:38][CH:37]=[C:36]3[C:31]=2[CH:32]=[CH:33][C:34]([CH3:40])=[N:35]3)=[N:28][N:29]=[C:25]1[S:24][CH2:23][CH2:22][CH2:21][N:16]1[CH2:15][CH2:14][C:13]2[CH:19]=[C:9]3[O:8][CH2:7][CH2:6][N:5]([S:2]([CH3:1])(=[O:3])=[O:4])[C:10]3=[CH:11][C:12]=2[CH2:18][CH2:17]1, predict the reactants needed to synthesize it. The reactants are: [CH3:1][S:2]([N:5]1[C:10]2=[CH:11][C:12]3[CH2:18][CH2:17][NH:16][CH2:15][CH2:14][C:13]=3[CH:19]=[C:9]2[O:8][CH2:7][CH2:6]1)(=[O:4])=[O:3].[Cl:20][CH2:21][CH2:22][CH2:23][S:24][C:25]1[N:26]([CH3:41])[C:27]([C:30]2[CH:39]=[CH:38][CH:37]=[C:36]3[C:31]=2[CH:32]=[CH:33][C:34]([CH3:40])=[N:35]3)=[N:28][N:29]=1. (4) Given the product [F:41][C:2]([F:1])([C:32]1[CH:37]=[CH:36][CH:35]=[C:34]([N+:38]([O-:40])=[O:39])[CH:33]=1)[C:3]1[N:11]=[C:10]([NH:12][C:13]2[CH:18]=[CH:17][C:16]([N:19]3[CH2:20][CH2:21][N:22]([CH3:25])[CH2:23][CH2:24]3)=[CH:15][C:14]=2[O:43][CH3:42])[N:9]=[C:8]2[C:4]=1[N:5]=[CH:6][N:7]2[CH:26]1[CH2:31][CH2:30][CH2:29][CH2:28][O:27]1, predict the reactants needed to synthesize it. The reactants are: [F:1][C:2]([F:41])([C:32]1[CH:37]=[CH:36][CH:35]=[C:34]([N+:38]([O-:40])=[O:39])[CH:33]=1)[C:3]1[N:11]=[C:10]([NH:12][C:13]2[CH:18]=[CH:17][C:16]([N:19]3[CH2:24][CH2:23][N:22]([CH3:25])[CH2:21][CH2:20]3)=[CH:15][CH:14]=2)[N:9]=[C:8]2[C:4]=1[N:5]=[CH:6][N:7]2[CH:26]1[CH2:31][CH2:30][CH2:29][CH2:28][O:27]1.[CH3:42][O:43]C1C=C(N2CCN(C)CC2)C=CC=1N. (5) Given the product [NH2:32][C:29](=[O:31])[CH2:28][N:8]([C@@H:9]1[CH2:11][C@H:10]1[C:12]1[CH:17]=[CH:16][C:15]([O:18][CH2:19][C:20]2[CH:25]=[CH:24][C:23]([C:26]#[N:27])=[CH:22][CH:21]=2)=[CH:14][CH:13]=1)[C:6](=[O:7])[O:5][C:1]([CH3:4])([CH3:2])[CH3:3], predict the reactants needed to synthesize it. The reactants are: [C:1]([O:5][C:6]([N:8]([CH2:28][C:29]([OH:31])=O)[C@@H:9]1[CH2:11][C@H:10]1[C:12]1[CH:17]=[CH:16][C:15]([O:18][CH2:19][C:20]2[CH:25]=[CH:24][C:23]([C:26]#[N:27])=[CH:22][CH:21]=2)=[CH:14][CH:13]=1)=[O:7])([CH3:4])([CH3:3])[CH3:2].[NH3:32].